This data is from Full USPTO retrosynthesis dataset with 1.9M reactions from patents (1976-2016). The task is: Predict the reactants needed to synthesize the given product. (1) Given the product [CH3:1][O:2][C:3]1[CH:8]=[CH:7][N:6]2[C:9]([C:13]([OH:15])=[O:14])=[C:10]([CH3:12])[N:11]=[C:5]2[CH:4]=1, predict the reactants needed to synthesize it. The reactants are: [CH3:1][O:2][C:3]1[CH:8]=[CH:7][N:6]2[C:9]([C:13]([O:15]CC)=[O:14])=[C:10]([CH3:12])[N:11]=[C:5]2[CH:4]=1.[OH-].[Na+]. (2) The reactants are: C(S)CCCCCCCCCCC.CC(N=NC(C#N)(C)C)(C#N)C.C([O:31][CH:32]1[CH2:37][CH2:36][CH:35]([C:38]([OH:47])([C:43]([F:46])([F:45])[F:44])[C:39]([F:42])([F:41])[F:40])[CH:34]([OH:48])[CH2:33]1)(=O)C(C)=C. Given the product [F:40][C:39]([F:41])([F:42])[C:38]([CH:35]1[CH2:36][CH2:37][CH:32]([OH:31])[CH2:33][CH:34]1[OH:48])([OH:47])[C:43]([F:44])([F:46])[F:45], predict the reactants needed to synthesize it. (3) Given the product [CH2:17]([O:16][C:14](=[O:15])[CH2:13][O:1][C:2]1[CH:3]=[C:4]([CH3:11])[C:5]([CH:6]=[O:7])=[C:8]([CH3:10])[CH:9]=1)[CH3:18], predict the reactants needed to synthesize it. The reactants are: [OH:1][C:2]1[CH:9]=[C:8]([CH3:10])[C:5]([CH:6]=[O:7])=[C:4]([CH3:11])[CH:3]=1.Cl[CH2:13][C:14]([O:16][CH2:17][CH3:18])=[O:15].C([O-])([O-])=O.[Cs+].[Cs+]. (4) Given the product [CH:5]1([C:11]2[CH:16]=[CH:15][CH:14]=[CH:13][CH:12]=2)[CH2:9][CH2:8][CH2:7][CH2:6]1, predict the reactants needed to synthesize it. The reactants are: [Al+3].[Cl-].[Cl-].[Cl-].[CH:5]1(O)[CH2:9][CH2:8][CH2:7][CH2:6]1.[CH:11]1[CH:16]=[CH:15][CH:14]=[CH:13][CH:12]=1. (5) Given the product [Cl:1][C:2]1[C:7]([C:8]([F:11])([F:10])[F:9])=[CH:6][C:5]2[N:12]=[C:23]([CH:24]([OH:25])[CH3:26])[N:13]([C:14]3[CH:19]=[CH:18][C:17]([CH2:20][CH2:21][Cl:22])=[CH:16][CH:15]=3)[C:4]=2[CH:3]=1, predict the reactants needed to synthesize it. The reactants are: [Cl:1][C:2]1[CH:3]=[C:4]([NH:13][C:14]2[CH:19]=[CH:18][C:17]([CH2:20][CH2:21][Cl:22])=[CH:16][CH:15]=2)[C:5]([NH2:12])=[CH:6][C:7]=1[C:8]([F:11])([F:10])[F:9].[C:23](O)(=O)[CH:24]([CH3:26])[OH:25]. (6) Given the product [N:37]1([CH:35]([C:32]2[CH:33]=[CH:34][C:29]([C:26]3[CH:27]=[CH:28][C:23]([C:46]4[CH:47]=[N:42][CH:43]=[N:44][CH:45]=4)=[CH:24][CH:25]=3)=[CH:30][CH:31]=2)[CH3:36])[CH2:41][CH2:40][CH2:39][CH2:38]1, predict the reactants needed to synthesize it. The reactants are: CC1C=C(C2CCCN2C)C=CC=1C1C=CC(C=O)=CC=1.Br[C:23]1[CH:28]=[CH:27][C:26]([C:29]2[CH:34]=[CH:33][C:32]([CH:35]([N:37]3[CH2:41][CH2:40][CH2:39][CH2:38]3)[CH3:36])=[CH:31][CH:30]=2)=[CH:25][CH:24]=1.[N:42]1[CH:47]=[C:46](B(O)O)[CH:45]=[N:44][CH:43]=1. (7) Given the product [CH3:19][O:18][CH2:17][CH2:16][CH:10]([CH2:9][C:8]([C:5]1[CH:6]=[CH:7][C:2]([C:27]2[CH:28]=[CH:29][C:24]([N+:21]([O-:23])=[O:22])=[CH:25][CH:26]=2)=[CH:3][CH:4]=1)=[O:20])[C:11]([O:13][CH2:14][CH3:15])=[O:12], predict the reactants needed to synthesize it. The reactants are: Br[C:2]1[CH:7]=[CH:6][C:5]([C:8](=[O:20])[CH2:9][CH:10]([CH2:16][CH2:17][O:18][CH3:19])[C:11]([O:13][CH2:14][CH3:15])=[O:12])=[CH:4][CH:3]=1.[N+:21]([C:24]1[CH:29]=[CH:28][C:27](B(O)O)=[CH:26][CH:25]=1)([O-:23])=[O:22].C(=O)([O-])[O-].[Na+].[Na+]. (8) Given the product [CH2:1]([N:3]([CH3:23])[CH:4]([CH2:21][CH3:22])[CH:5]([C:11]1[CH:20]=[CH:19][C:14]2[N:15]=[C:16]([NH:18][C:24](=[O:26])[CH3:25])[S:17][C:13]=2[CH:12]=1)[N:6]1[CH:10]=[CH:9][N:8]=[CH:7]1)[CH3:2], predict the reactants needed to synthesize it. The reactants are: [CH2:1]([N:3]([CH3:23])[CH:4]([CH2:21][CH3:22])[CH:5]([C:11]1[CH:20]=[CH:19][C:14]2[N:15]=[C:16]([NH2:18])[S:17][C:13]=2[CH:12]=1)[N:6]1[CH:10]=[CH:9][N:8]=[CH:7]1)[CH3:2].[C:24](OC(=O)C)(=[O:26])[CH3:25]. (9) Given the product [N:8]([C:7]1[C:2]([CH3:1])=[N:3][C:4]([CH3:9])=[CH:5][CH:6]=1)=[C:10]=[S:11], predict the reactants needed to synthesize it. The reactants are: [CH3:1][C:2]1[C:7]([NH2:8])=[CH:6][CH:5]=[C:4]([CH3:9])[N:3]=1.[C:10](Cl)(Cl)=[S:11].C(N(C(C)C)C(C)C)C.